From a dataset of Full USPTO retrosynthesis dataset with 1.9M reactions from patents (1976-2016). Predict the reactants needed to synthesize the given product. (1) Given the product [CH2:7]([NH:9][C:10]([C:12]1[S:30][C:15]2[N:16]=[C:17]([NH2:29])[N:18]=[C:19]([C:20]3[CH:25]=[C:24]([O:26][CH2:36][CH:35]([O:38][CH2:39][CH3:40])[O:34][CH2:32][CH3:33])[C:23]([Cl:27])=[CH:22][C:21]=3[Cl:28])[C:14]=2[CH:13]=1)=[O:11])[CH3:8], predict the reactants needed to synthesize it. The reactants are: CC(C)([O-])C.[K+].[CH2:7]([NH:9][C:10]([C:12]1[S:30][C:15]2[N:16]=[C:17]([NH2:29])[N:18]=[C:19]([C:20]3[CH:25]=[C:24]([OH:26])[C:23]([Cl:27])=[CH:22][C:21]=3[Cl:28])[C:14]=2[CH:13]=1)=[O:11])[CH3:8].O.[CH2:32]([O:34][CH:35]([O:38][CH2:39][CH3:40])[CH2:36]Br)[CH3:33]. (2) Given the product [NH2:9][C:7]1[CH:6]=[CH:5][C:4]([NH:12][C:13]([NH:15][C:16]2[S:17][C:18]([C:21]([F:24])([F:23])[F:22])=[N:19][N:20]=2)=[O:14])=[C:3]([O:2][CH3:1])[CH:8]=1, predict the reactants needed to synthesize it. The reactants are: [CH3:1][O:2][C:3]1[CH:8]=[C:7]([N+:9]([O-])=O)[CH:6]=[CH:5][C:4]=1[NH:12][C:13]([NH:15][C:16]1[S:17][C:18]([C:21]([F:24])([F:23])[F:22])=[N:19][N:20]=1)=[O:14]. (3) The reactants are: [Br:1][CH:2]([C:6]1[CH:11]=[CH:10][CH:9]=[CH:8][CH:7]=1)[C:3]([OH:5])=O.[NH2:12][CH2:13][CH2:14][CH2:15][N:16]1[CH2:21][CH2:20][CH:19]([C:22]2[CH:23]=[C:24]([NH:28][C:29](=[O:32])[CH2:30][CH3:31])[CH:25]=[CH:26][CH:27]=2)[CH2:18][CH2:17]1. Given the product [Br:1][CH:2]([C:6]1[CH:11]=[CH:10][CH:9]=[CH:8][CH:7]=1)[C:3]([NH:12][CH2:13][CH2:14][CH2:15][N:16]1[CH2:21][CH2:20][CH:19]([C:22]2[CH:23]=[C:24]([NH:28][C:29](=[O:32])[CH2:30][CH3:31])[CH:25]=[CH:26][CH:27]=2)[CH2:18][CH2:17]1)=[O:5], predict the reactants needed to synthesize it. (4) Given the product [CH3:1][C:2]1[CH:18]=[CH:17][C:16]([CH3:19])=[CH:15][C:3]=1[O:4][CH2:5][C:6]1[CH:14]=[CH:13][CH:12]=[CH:11][C:7]=1[CH:8]=[O:21], predict the reactants needed to synthesize it. The reactants are: [CH3:1][C:2]1[CH:18]=[CH:17][C:16]([CH3:19])=[CH:15][C:3]=1[O:4][CH2:5][C:6]1[CH:14]=[CH:13][CH:12]=[CH:11][C:7]=1[CH:8](Cl)Cl.C[O-:21].[Na+].